This data is from Catalyst prediction with 721,799 reactions and 888 catalyst types from USPTO. The task is: Predict which catalyst facilitates the given reaction. (1) Reactant: [CH2:1]([O:8][C:9]1[CH:10]=[C:11]2[C:15](=[CH:16][CH:17]=1)[NH:14][N:13]=[C:12]2[C:18]([N:20]([O:22][CH3:23])[CH3:21])=[O:19])[C:2]1[CH:7]=[CH:6][CH:5]=[CH:4][CH:3]=1.[CH3:24][C:25]([O:28][C:29](O[C:29]([O:28][C:25]([CH3:27])([CH3:26])[CH3:24])=[O:30])=[O:30])([CH3:27])[CH3:26]. Product: [CH2:1]([O:8][C:9]1[CH:10]=[C:11]2[C:15](=[CH:16][CH:17]=1)[N:14]([C:29]([O:28][C:25]([CH3:27])([CH3:26])[CH3:24])=[O:30])[N:13]=[C:12]2[C:18](=[O:19])[N:20]([O:22][CH3:23])[CH3:21])[C:2]1[CH:7]=[CH:6][CH:5]=[CH:4][CH:3]=1. The catalyst class is: 64. (2) Reactant: C([O:9][CH2:10][CH2:11][N:12]1[C:20]2[C:19](Cl)=[N:18][CH:17]=[N:16][C:15]=2[CH:14]=[CH:13]1)(=O)C1C=CC=CC=1.[NH2:22][C:23]1[CH:39]=[CH:38][C:26]([O:27][C:28]2[CH:29]=[C:30]([CH:35]=[CH:36][CH:37]=2)[C:31]([O:33]C)=[O:32])=[C:25]([Cl:40])[CH:24]=1.C(=O)([O-])O.[Na+]. Product: [Cl:40][C:25]1[CH:24]=[C:23]([NH:22][C:19]2[C:20]3[N:12]([CH2:11][CH2:10][OH:9])[CH:13]=[CH:14][C:15]=3[N:16]=[CH:17][N:18]=2)[CH:39]=[CH:38][C:26]=1[O:27][C:28]1[CH:29]=[C:30]([CH:35]=[CH:36][CH:37]=1)[C:31]([OH:33])=[O:32]. The catalyst class is: 32. (3) Product: [CH:32]1[C:31]2[CH:30]([CH2:29][O:28][C:26]([NH:43][NH:44][C:23]([C:21]3[S:22][C:18]([C:16](=[N:15][OH:14])[CH3:17])=[CH:19][CH:20]=3)=[O:25])=[O:27])[C:42]3[C:37](=[CH:38][CH:39]=[CH:40][CH:41]=3)[C:36]=2[CH:35]=[CH:34][CH:33]=1. The catalyst class is: 607. Reactant: C1C=CC2N(O)N=NC=2C=1.C(Cl)Cl.[OH:14][N:15]=[C:16]([C:18]1[S:22][C:21]([C:23]([OH:25])=O)=[CH:20][CH:19]=1)[CH3:17].[C:26]([NH:43][NH2:44])([O:28][CH2:29][CH:30]1[C:42]2[C:37](=[CH:38][CH:39]=[CH:40][CH:41]=2)[C:36]2[C:31]1=[CH:32][CH:33]=[CH:34][CH:35]=2)=[O:27]. (4) The catalyst class is: 164. Reactant: Cl[C:2]1[CH:25]=[CH:24][C:5]([CH2:6][C:7]2[N:17]([CH:18]3[CH2:23][CH2:22][CH2:21][CH2:20][CH2:19]3)[C:10]3[N:11]=[C:12]([C:15]#[N:16])[N:13]=[CH:14][C:9]=3[CH:8]=2)=[CH:4][CH:3]=1.[CH3:26][N:27]1[CH2:32][CH2:31][NH:30][CH2:29][CH2:28]1.C(=O)([O-])[O-].[Cs+].[Cs+].C(P(C(C)(C)C)C1C=CC=CC=1C1C=CC=CC=1)(C)(C)C. Product: [CH:18]1([N:17]2[C:10]3[N:11]=[C:12]([C:15]#[N:16])[N:13]=[CH:14][C:9]=3[CH:8]=[C:7]2[CH2:6][C:5]2[CH:24]=[CH:25][C:2]([N:30]3[CH2:31][CH2:32][N:27]([CH3:26])[CH2:28][CH2:29]3)=[CH:3][CH:4]=2)[CH2:23][CH2:22][CH2:21][CH2:20][CH2:19]1. (5) Reactant: [Cl:1][C:2]1[CH:7]=[CH:6][N:5]=[C:4]2[N:8]([S:12]([C:15]3[CH:20]=[CH:19][C:18]([CH3:21])=[CH:17][CH:16]=3)(=[O:14])=[O:13])[CH:9]=[C:10](I)[C:3]=12.C([Li])(C)(C)C.[CH3:27][Sn:28](Cl)([CH3:30])[CH3:29].[F-].[K+]. Product: [Cl:1][C:2]1[CH:7]=[CH:6][N:5]=[C:4]2[N:8]([S:12]([C:15]3[CH:20]=[CH:19][C:18]([CH3:21])=[CH:17][CH:16]=3)(=[O:14])=[O:13])[CH:9]=[C:10]([Sn:28]([CH3:30])([CH3:29])[CH3:27])[C:3]=12. The catalyst class is: 1.